From a dataset of Catalyst prediction with 721,799 reactions and 888 catalyst types from USPTO. Predict which catalyst facilitates the given reaction. (1) Reactant: C[O:2][C:3](=[O:28])/[CH:4]=[CH:5]/[C:6]1[CH:7]=[C:8]2[C:24](=[CH:25][CH:26]=1)[O:23][C:11]1([CH2:17][CH2:16][CH2:15][N:14]([C:18]([O:20][CH2:21][CH3:22])=[O:19])[CH2:13][CH2:12]1)[CH2:10][C:9]2=[O:27].Cl.CC(O)=O. Product: [CH2:21]([O:20][C:18]([N:14]1[CH2:15][CH2:16][CH2:17][C:11]2([CH2:10][C:9](=[O:27])[C:8]3[C:24](=[CH:25][CH:26]=[C:6](/[CH:5]=[CH:4]/[C:3]([OH:28])=[O:2])[CH:7]=3)[O:23]2)[CH2:12][CH2:13]1)=[O:19])[CH3:22]. The catalyst class is: 61. (2) Reactant: [CH3:1][C:2]1[N:3]([C:8]2[CH:13]=[CH:12][CH:11]=[CH:10][CH:9]=2)[C:4]([SH:7])=[N:5][N:6]=1.C(=O)([O-])[O-].[K+].[K+].[Br:20][C:21]1[CH:26]=[C:25]([CH3:27])[CH:24]=[CH:23][C:22]=1[NH:28][C:29](=[O:32])[CH2:30]Cl. Product: [Br:20][C:21]1[CH:26]=[C:25]([CH3:27])[CH:24]=[CH:23][C:22]=1[NH:28][C:29](=[O:32])[CH2:30][S:7][C:4]1[N:3]([C:8]2[CH:9]=[CH:10][CH:11]=[CH:12][CH:13]=2)[C:2]([CH3:1])=[N:6][N:5]=1. The catalyst class is: 35. (3) Reactant: [S:1]1([C:12]2[C:7](=[CH:8][CH:9]=[CH:10][CH:11]=2)[C:5](=O)[NH:4]1)(=[O:3])=[O:2].P(Cl)(Cl)(Cl)(Cl)[Cl:14]. Product: [Cl:14][C:5]1[C:7]2[CH:8]=[CH:9][CH:10]=[CH:11][C:12]=2[S:1](=[O:3])(=[O:2])[N:4]=1. The catalyst class is: 27.